The task is: Regression. Given a peptide amino acid sequence and an MHC pseudo amino acid sequence, predict their binding affinity value. This is MHC class I binding data.. This data is from Peptide-MHC class I binding affinity with 185,985 pairs from IEDB/IMGT. The peptide sequence is LIPDGDGEV. The MHC is HLA-A69:01 with pseudo-sequence HLA-A69:01. The binding affinity (normalized) is 0.0847.